Regression/Classification. Given a drug SMILES string, predict its toxicity properties. Task type varies by dataset: regression for continuous values (e.g., LD50, hERG inhibition percentage) or binary classification for toxic/non-toxic outcomes (e.g., AMES mutagenicity, cardiotoxicity, hepatotoxicity). Dataset: herg_karim. From a dataset of hERG potassium channel inhibition data for cardiac toxicity prediction from Karim et al.. (1) The drug is O=C(c1cccn2ccnc12)N1CCN(CCc2ccc(F)cc2F)CC1. The result is 1 (blocker). (2) The molecule is COC(=O)C1CCC(N2CC(NC(=O)CNc3nn(C)c4ccc(C(F)(F)F)cc34)C2)CC1. The result is 1 (blocker).